From a dataset of Forward reaction prediction with 1.9M reactions from USPTO patents (1976-2016). Predict the product of the given reaction. (1) Given the reactants FC(F)(F)C(O)=O.[CH2:8]([C:10]1[C:18]2[C:13](=[CH:14][CH:15]=[CH:16][CH:17]=2)[N:12]([C:19]2[N:23]=[C:22]([CH:24]3[CH2:29][CH2:28][NH:27][CH2:26][CH2:25]3)[O:21][N:20]=2)[N:11]=1)[CH3:9].Br[CH2:31][CH2:32][CH2:33][O:34][Si:35]([C:38]([CH3:41])([CH3:40])[CH3:39])([CH3:37])[CH3:36].C(=O)([O-])[O-].[K+].[K+].O, predict the reaction product. The product is: [Si:35]([O:34][CH2:33][CH2:32][CH2:31][N:27]1[CH2:28][CH2:29][CH:24]([C:22]2[O:21][N:20]=[C:19]([N:12]3[C:13]4[C:18](=[CH:17][CH:16]=[CH:15][CH:14]=4)[C:10]([CH2:8][CH3:9])=[N:11]3)[N:23]=2)[CH2:25][CH2:26]1)([C:38]([CH3:39])([CH3:40])[CH3:41])([CH3:37])[CH3:36]. (2) Given the reactants [CH:1]([N:4]([CH:8]1[CH2:13][CH2:12][N:11](C(OC(C)(C)C)=O)[CH2:10][CH2:9]1)[C:5](=[O:7])[CH3:6])([CH3:3])[CH3:2].[ClH:21], predict the reaction product. The product is: [ClH:21].[CH:1]([N:4]([CH:8]1[CH2:9][CH2:10][NH:11][CH2:12][CH2:13]1)[C:5](=[O:7])[CH3:6])([CH3:3])[CH3:2]. (3) Given the reactants [C:1]1([S:7]([CH:10]([NH:24][CH2:25][C:26]2[CH:31]=[CH:30][C:29]([C:32]3[CH:37]=[CH:36][CH:35]=[C:34]([C:38]#[C:39][CH3:40])[CH:33]=3)=[CH:28][CH:27]=2)[C:11]2[N:16]=[C:15]([NH:17][CH2:18][C:19]([O:21]CC)=[O:20])[CH:14]=[CH:13][CH:12]=2)(=[O:9])=[O:8])[CH:6]=[CH:5][CH:4]=[CH:3][CH:2]=1.[OH-].[Na+].O.Cl, predict the reaction product. The product is: [C:1]1([S:7]([CH:10]([NH:24][CH2:25][C:26]2[CH:27]=[CH:28][C:29]([C:32]3[CH:37]=[CH:36][CH:35]=[C:34]([C:38]#[C:39][CH3:40])[CH:33]=3)=[CH:30][CH:31]=2)[C:11]2[N:16]=[C:15]([NH:17][CH2:18][C:19]([OH:21])=[O:20])[CH:14]=[CH:13][CH:12]=2)(=[O:9])=[O:8])[CH:6]=[CH:5][CH:4]=[CH:3][CH:2]=1. (4) The product is: [ClH:1].[Cl:1][C:2]1[C:7]2[O:8][C:9]3[CH2:14][CH2:13][NH:12][CH:11]([CH2:15][OH:16])[C:10]=3[C:6]=2[CH:5]=[C:4]([S:17]([C:20]2[CH:25]=[CH:24][CH:23]=[CH:22][CH:21]=2)(=[O:19])=[O:18])[CH:3]=1. Given the reactants [Cl:1][C:2]1[C:7]2[O:8][C:9]3[CH2:14][CH2:13][NH:12][CH:11]([CH2:15][OH:16])[C:10]=3[C:6]=2[CH:5]=[C:4]([S:17]([C:20]2[CH:25]=[CH:24][CH:23]=[CH:22][CH:21]=2)(=[O:19])=[O:18])[CH:3]=1.Cl, predict the reaction product. (5) Given the reactants [NH2:1][C:2]1[NH:6][N:5]=[C:4]([OH:7])[C:3]=1[C:8]1[CH:13]=[CH:12][CH:11]=[CH:10][N:9]=1.[F:14][C:15]1[CH:20]=[CH:19][C:18]([C:21](=O)[CH2:22][C:23](OC)=[O:24])=[CH:17][CH:16]=1, predict the reaction product. The product is: [F:14][C:15]1[CH:16]=[CH:17][C:18]([C:21]2[NH:1][C:2]3[N:6]([N:5]=[C:4]([OH:7])[C:3]=3[C:8]3[CH:13]=[CH:12][CH:11]=[CH:10][N:9]=3)[C:23](=[O:24])[CH:22]=2)=[CH:19][CH:20]=1. (6) Given the reactants Br[C:2]1[CH:3]=[C:4]2[C:9](=[CH:10][C:11]=1[CH3:12])[N:8]=[CH:7][CH:6]=[CH:5]2.[C:13]([O-:16])(=[O:15])[CH3:14].[Br-].[C:18]([Zn+2])([CH3:21])([CH3:20])[CH3:19], predict the reaction product. The product is: [C:18]([O:15][C:13](=[O:16])[CH2:14][C:2]1[CH:3]=[C:4]2[C:9](=[CH:10][C:11]=1[CH3:12])[N:8]=[CH:7][CH:6]=[CH:5]2)([CH3:21])([CH3:20])[CH3:19].